The task is: Predict which catalyst facilitates the given reaction.. This data is from Catalyst prediction with 721,799 reactions and 888 catalyst types from USPTO. Reactant: [N+:1]([C:4]1[C:12]2[S:11][C:10]([C:13]([OH:15])=O)=[CH:9][C:8]=2[CH:7]=[CH:6][CH:5]=1)([O-:3])=[O:2].[CH2:16](Cl)[CH2:17][Cl:18].[CH:20]1[CH:21]=C[C:23]2[N:28](O)N=[N:26][C:24]=2[CH:25]=1.C(N(CC)CC)C. Product: [ClH:18].[N:28]12[CH2:17][CH2:16][CH:25]([CH2:20][CH2:21]1)[C@@H:24]([NH:26][C:13]([C:10]1[S:11][C:12]3[C:4]([N+:1]([O-:3])=[O:2])=[CH:5][CH:6]=[CH:7][C:8]=3[CH:9]=1)=[O:15])[CH2:23]2. The catalyst class is: 3.